This data is from Catalyst prediction with 721,799 reactions and 888 catalyst types from USPTO. The task is: Predict which catalyst facilitates the given reaction. (1) Reactant: C(OC([N:8]1[CH2:13][CH2:12][CH:11]([NH:14][C:15](=[O:45])[C:16]2[CH:21]=[CH:20][C:19]([NH:22][C:23]3[N:24]=[CH:25][C:26]4[N:32]([CH3:33])[C:31](=[O:34])[C:30]([F:36])([F:35])[CH2:29][N:28]([CH:37]5[CH2:41][CH2:40][CH2:39][CH2:38]5)[C:27]=4[N:42]=3)=[C:18]([O:43][CH3:44])[CH:17]=2)[CH2:10][CH2:9]1)=O)(C)(C)C.FC(F)(F)C(O)=O. Product: [CH:37]1([N:28]2[CH2:29][C:30]([F:35])([F:36])[C:31](=[O:34])[N:32]([CH3:33])[C:26]3[CH:25]=[N:24][C:23]([NH:22][C:19]4[CH:20]=[CH:21][C:16]([C:15]([NH:14][CH:11]5[CH2:12][CH2:13][NH:8][CH2:9][CH2:10]5)=[O:45])=[CH:17][C:18]=4[O:43][CH3:44])=[N:42][C:27]2=3)[CH2:38][CH2:39][CH2:40][CH2:41]1. The catalyst class is: 4. (2) Reactant: C[O:2][C:3](=[O:41])[CH2:4][CH2:5][CH:6]([NH:26][C:27](=[O:40])[CH2:28][CH2:29][CH2:30][CH2:31][CH2:32][CH2:33][C:34]1[CH:39]=[CH:38][CH:37]=[CH:36][CH:35]=1)[CH2:7][C:8]1[C:16]2[C:11](=[CH:12][CH:13]=[CH:14][CH:15]=2)[N:10]([CH2:17][CH2:18][CH2:19][C:20]2[CH:25]=[CH:24][CH:23]=[CH:22][CH:21]=2)[CH:9]=1.[OH-].[K+].C1COCC1. Product: [C:34]1([CH2:33][CH2:32][CH2:31][CH2:30][CH2:29][CH2:28][C:27]([NH:26][C@H:6]([CH2:7][C:8]2[C:16]3[C:11](=[CH:12][CH:13]=[CH:14][CH:15]=3)[N:10]([CH2:17][CH2:18][CH2:19][C:20]3[CH:21]=[CH:22][CH:23]=[CH:24][CH:25]=3)[CH:9]=2)[CH2:5][CH2:4][C:3]([OH:41])=[O:2])=[O:40])[CH:39]=[CH:38][CH:37]=[CH:36][CH:35]=1. The catalyst class is: 24. (3) Reactant: [O:1]=[S:2]1(=[O:33])[CH2:7][CH2:6][N:5]([CH2:8][C:9]2[CH:32]=[CH:31][C:12]([C:13]([NH:15][C:16]3[CH:21]=[CH:20][C:19](B4OC(C)(C)C(C)(C)O4)=[CH:18][CH:17]=3)=[O:14])=[CH:11][CH:10]=2)[CH2:4][CH2:3]1.Br[C:35]1[CH:36]=[C:37]([NH:42][C:43]([CH:45]2[CH2:47][CH2:46]2)=[O:44])[CH:38]=[CH:39][C:40]=1[CH3:41].C(=O)([O-])[O-].[Cs+].[Cs+]. Product: [CH:45]1([C:43]([NH:42][C:37]2[CH:38]=[CH:39][C:40]([CH3:41])=[C:35]([C:19]3[CH:20]=[CH:21][C:16]([NH:15][C:13](=[O:14])[C:12]4[CH:31]=[CH:32][C:9]([CH2:8][N:5]5[CH2:6][CH2:7][S:2](=[O:1])(=[O:33])[CH2:3][CH2:4]5)=[CH:10][CH:11]=4)=[CH:17][CH:18]=3)[CH:36]=2)=[O:44])[CH2:46][CH2:47]1. The catalyst class is: 659. (4) Reactant: [C:1]([O:20][CH2:21][C:22]([NH:24][NH:25][C:26]([NH2:28])=[O:27])=O)([C:14]1[CH:19]=[CH:18][CH:17]=[CH:16][CH:15]=1)([C:8]1[CH:13]=[CH:12][CH:11]=[CH:10][CH:9]=1)[C:2]1[CH:7]=[CH:6][CH:5]=[CH:4][CH:3]=1.[CH2:29](N=C=O)[CH2:30][CH2:31][CH2:32][CH2:33][CH3:34]. Product: [CH2:29]([N:28]1[C:26](=[O:27])[NH:25][N:24]=[C:22]1[CH2:21][O:20][C:1]([C:14]1[CH:15]=[CH:16][CH:17]=[CH:18][CH:19]=1)([C:2]1[CH:3]=[CH:4][CH:5]=[CH:6][CH:7]=1)[C:8]1[CH:9]=[CH:10][CH:11]=[CH:12][CH:13]=1)[CH2:30][CH2:31][CH2:32][CH2:33][CH3:34]. The catalyst class is: 1. (5) Reactant: [NH2:1][C:2]1[CH:7]=[CH:6][C:5]([N:8]([CH2:11][CH2:12][C:13]2[CH:18]=[CH:17][CH:16]=[CH:15][N:14]=2)[CH:9]=[O:10])=[CH:4][CH:3]=1.C(N(CC)CC)C.CNC1(NC)C=CN=CC1.[CH3:36][C:37]1[CH:42]=[CH:41][C:40]([C:43]2[C:44]([C:49](Cl)=[O:50])=[CH:45][CH:46]=[CH:47][CH:48]=2)=[CH:39][CH:38]=1. Product: [CH:9]([N:8]([CH2:11][CH2:12][C:13]1[CH:18]=[CH:17][CH:16]=[CH:15][N:14]=1)[C:5]1[CH:6]=[CH:7][C:2]([NH:1][C:49]([C:44]2[C:43]([C:40]3[CH:39]=[CH:38][C:37]([CH3:36])=[CH:42][CH:41]=3)=[CH:48][CH:47]=[CH:46][CH:45]=2)=[O:50])=[CH:3][CH:4]=1)=[O:10]. The catalyst class is: 253. (6) Reactant: [NH2:1][C:2]1[CH:3]=[C:4]([CH:20]=[CH:21][C:22]=1[C:23]([F:26])([F:25])[F:24])[C:5]([NH:7][C:8]1[CH:13]=[CH:12][C:11]([C:14]2[CH:19]=[CH:18][CH:17]=[CH:16][CH:15]=2)=[CH:10][CH:9]=1)=[O:6].[Cl:27][CH:28]([CH3:32])[C:29](Cl)=[O:30]. Product: [C:11]1([C:14]2[CH:19]=[CH:18][CH:17]=[CH:16][CH:15]=2)[CH:10]=[CH:9][C:8]([NH:7][C:5](=[O:6])[C:4]2[CH:20]=[CH:21][C:22]([C:23]([F:24])([F:25])[F:26])=[C:2]([NH:1][C:29](=[O:30])[CH:28]([Cl:27])[CH3:32])[CH:3]=2)=[CH:13][CH:12]=1. The catalyst class is: 11.